Dataset: Full USPTO retrosynthesis dataset with 1.9M reactions from patents (1976-2016). Task: Predict the reactants needed to synthesize the given product. Given the product [CH3:31][O:30][C:28]([C:27]1[CH:32]=[CH:33][C:24]([C:21]2([NH:20][C:16]([CH:9]3[CH2:10][C:11]([CH3:14])([CH3:15])[CH2:12][CH2:13][N:8]3[C:6]([O:5][C:1]([CH3:2])([CH3:3])[CH3:4])=[O:7])=[O:18])[CH2:22][CH2:23]2)=[CH:25][CH:26]=1)=[O:29], predict the reactants needed to synthesize it. The reactants are: [C:1]([O:5][C:6]([N:8]1[CH2:13][CH2:12][C:11]([CH3:15])([CH3:14])[CH2:10][CH:9]1[C:16]([OH:18])=O)=[O:7])([CH3:4])([CH3:3])[CH3:2].Cl.[NH2:20][C:21]1([C:24]2[CH:33]=[CH:32][C:27]([C:28]([O:30][CH3:31])=[O:29])=[CH:26][CH:25]=2)[CH2:23][CH2:22]1.